This data is from Full USPTO retrosynthesis dataset with 1.9M reactions from patents (1976-2016). The task is: Predict the reactants needed to synthesize the given product. Given the product [F:1][C:2]([F:23])([F:22])[C:50]([OH:53])=[O:52].[CH3:26][O:27][C:28]1[N:33]=[C:32]([O:34][CH3:35])[C:31]([C:36]2[CH:45]=[C:44]3[C:39]([C:40]([NH:13][C:11]4[CH:10]=[C:9]([C:16]5[CH:21]=[CH:20][CH:19]=[CH:18][CH:17]=5)[CH:8]=[C:7]([NH:6][S:3]([C:2]([F:23])([F:22])[F:1])(=[O:5])=[O:4])[CH:12]=4)=[C:41]([C:46]([NH2:48])=[O:47])[CH:42]=[N:43]3)=[CH:38][CH:37]=2)=[CH:30][N:29]=1, predict the reactants needed to synthesize it. The reactants are: [F:1][C:2]([F:23])([F:22])[S:3]([NH:6][C:7]1[CH:8]=[C:9]([C:16]2[CH:21]=[CH:20][CH:19]=[CH:18][CH:17]=2)[CH:10]=[C:11]([N+:13]([O-])=O)[CH:12]=1)(=[O:5])=[O:4].[H][H].[CH3:26][O:27][C:28]1[N:33]=[C:32]([O:34][CH3:35])[C:31]([C:36]2[CH:45]=[C:44]3[C:39]([C:40](Cl)=[C:41]([C:46]([NH2:48])=[O:47])[CH:42]=[N:43]3)=[CH:38][CH:37]=2)=[CH:30][N:29]=1.[C:50]([OH:53])(=[O:52])C.